This data is from Reaction yield outcomes from USPTO patents with 853,638 reactions. The task is: Predict the reaction yield, written as a fraction of the theoretical maximum amount of product (1.0 means a 100% yield; for example, 0.34 means a 34% yield). (1) The reactants are [O:1]=[C:2]1[CH2:6][CH:5]([CH2:7][CH2:8][C@@H:9]2[N:14]([S:15]([C:18]3[CH:23]=[CH:22][CH:21]=[CH:20][CH:19]=3)(=[O:17])=[O:16])[CH2:13][CH2:12][N:11]([C:24]([O:26][CH2:27][C:28]3[CH:33]=[CH:32][CH:31]=[CH:30][CH:29]=3)=[O:25])[CH2:10]2)[CH:4]([NH:34][C:35]([O:37][CH2:38][CH2:39][Si:40]([CH3:43])([CH3:42])[CH3:41])=[O:36])[CH2:3]1.[BH4-].[Na+]. The catalyst is C1COCC1.CO. The product is [OH:1][CH:2]1[CH2:6][CH:5]([CH2:7][CH2:8][C@@H:9]2[N:14]([S:15]([C:18]3[CH:23]=[CH:22][CH:21]=[CH:20][CH:19]=3)(=[O:17])=[O:16])[CH2:13][CH2:12][N:11]([C:24]([O:26][CH2:27][C:28]3[CH:29]=[CH:30][CH:31]=[CH:32][CH:33]=3)=[O:25])[CH2:10]2)[CH:4]([NH:34][C:35]([O:37][CH2:38][CH2:39][Si:40]([CH3:42])([CH3:41])[CH3:43])=[O:36])[CH2:3]1. The yield is 0.890. (2) The reactants are [CH2:1]([N:8]([CH2:28][C:29]1[CH:34]=[CH:33][CH:32]=[CH:31][CH:30]=1)[CH2:9][C@H:10]([C:12]1[CH:17]=[C:16]([O:18][CH2:19][C@H:20]2[CH2:24][O:23][C:22]([CH3:26])([CH3:25])[O:21]2)[CH:15]=[CH:14][C:13]=1[F:27])[OH:11])[C:2]1[CH:7]=[CH:6][CH:5]=[CH:4][CH:3]=1.[Li]CCCC.[B:40](OC)(OC)[O:41]C. The catalyst is C1(C)C=CC=CC=1. The product is [CH2:28]([N:8]([CH2:9][C@H:10]1[O:11][B:40]([OH:41])[C:17]2[C:16]([O:18][CH2:19][C@H:20]3[CH2:24][O:23][C:22]([CH3:26])([CH3:25])[O:21]3)=[CH:15][CH:14]=[C:13]([F:27])[C:12]1=2)[CH2:1][C:2]1[CH:7]=[CH:6][CH:5]=[CH:4][CH:3]=1)[C:29]1[CH:30]=[CH:31][CH:32]=[CH:33][CH:34]=1. The yield is 0.860. (3) The reactants are [NH:1]([C:8]1[N:9]([C:24]2[CH:29]=[CH:28][CH:27]=[CH:26][CH:25]=2)[C:10]2[C:15]([C:16](=[O:18])[CH:17]=1)=[C:14]([C:19]([F:22])([F:21])[F:20])[CH:13]=[C:12](Cl)[N:11]=2)[C:2]1[CH:7]=[CH:6][CH:5]=[CH:4][CH:3]=1.[CH:30]1[CH:35]=[CH:34][C:33](P([C:30]2[CH:35]=[CH:34][CH:33]=[CH:32][CH:31]=2)[C:30]2[CH:35]=[CH:34][CH:33]=[CH:32][CH:31]=2)=[CH:32][CH:31]=1.C1(B(O)O)C=CC=CC=1.C([O-])([O-])=O.[K+].[K+]. The catalyst is COCCOC.O.CC([O-])=O.CC([O-])=O.[Pd+2]. The product is [NH:1]([C:8]1[N:9]([C:24]2[CH:29]=[CH:28][CH:27]=[CH:26][CH:25]=2)[C:10]2[C:15]([C:16](=[O:18])[CH:17]=1)=[C:14]([C:19]([F:22])([F:21])[F:20])[CH:13]=[C:12]([C:30]1[CH:35]=[CH:34][CH:33]=[CH:32][CH:31]=1)[N:11]=2)[C:2]1[CH:7]=[CH:6][CH:5]=[CH:4][CH:3]=1. The yield is 0.410. (4) The reactants are [N+:1]([C:4]1[C:5]([CH:10]=[CH2:11])=[N:6][CH:7]=[CH:8][CH:9]=1)([O-])=O. The catalyst is CO.C(OCC)(=O)C.[Pd]. The product is [CH2:10]([C:5]1[C:4]([NH2:1])=[CH:9][CH:8]=[CH:7][N:6]=1)[CH3:11]. The yield is 0.890. (5) The reactants are Cl[CH2:2][CH2:3][CH2:4][N:5]1[CH2:11][CH2:10][C:9](=[N:12][OH:13])[C:8]2[N:14]([CH3:17])[CH:15]=[CH:16][C:7]=2[S:6]1(=[O:19])=[O:18].[F:20][C:21]1[CH:26]=[CH:25][C:24]([N:27]2[CH2:32][CH2:31][NH:30][CH2:29][CH2:28]2)=[CH:23][CH:22]=1.C(=O)([O-])[O-].[K+].[K+].[I-].[Na+]. The catalyst is C(#N)C. The product is [F:20][C:21]1[CH:22]=[CH:23][C:24]([N:27]2[CH2:32][CH2:31][N:30]([CH2:2][CH2:3][CH2:4][N:5]3[CH2:11][CH2:10][C:9](=[N:12][OH:13])[C:8]4[N:14]([CH3:17])[CH:15]=[CH:16][C:7]=4[S:6]3(=[O:19])=[O:18])[CH2:29][CH2:28]2)=[CH:25][CH:26]=1. The yield is 0.290. (6) The reactants are C([O:8][CH2:9][CH2:10][O:11][CH2:12][CH2:13][O:14][CH2:15][CH2:16][O:17][C:18](=[O:50])[CH2:19][NH:20][C:21]1[CH:26]=[CH:25][CH:24]=[C:23]([CH:27]([S:41]([C:44]2[CH:49]=[CH:48][CH:47]=[CH:46][N:45]=2)(=[O:43])=[O:42])[NH:28][CH2:29][C:30]2[CH:35]=[CH:34][C:33]([C:36]3[S:37][CH:38]=[CH:39][N:40]=3)=[CH:32][CH:31]=2)[N:22]=1)C1C=CC=CC=1.FC(F)(F)C(O)=O. No catalyst specified. The product is [OH:8][CH2:9][CH2:10][O:11][CH2:12][CH2:13][O:14][CH2:15][CH2:16][O:17][C:18](=[O:50])[CH2:19][NH:20][C:21]1[CH:26]=[CH:25][CH:24]=[C:23]([CH:27]([S:41]([C:44]2[CH:49]=[CH:48][CH:47]=[CH:46][N:45]=2)(=[O:43])=[O:42])[NH:28][CH2:29][C:30]2[CH:35]=[CH:34][C:33]([C:36]3[S:37][CH:38]=[CH:39][N:40]=3)=[CH:32][CH:31]=2)[N:22]=1. The yield is 0.900. (7) The reactants are [OH:1][CH2:2][C:3]1[CH:8]=[CH:7][C:6]([CH:9]([CH2:11][CH2:12][CH2:13][CH2:14][CH2:15][CH2:16][CH2:17][CH2:18][CH3:19])[CH3:10])=[CH:5][CH:4]=1.[H-].[Na+].Br[CH2:23][CH2:24][O:25][Si:26]([C:29]([CH3:32])([CH3:31])[CH3:30])([CH3:28])[CH3:27]. The catalyst is CN(C=O)C. The product is [C:29]([Si:26]([CH3:28])([CH3:27])[O:25][CH2:24][CH2:23][O:1][CH2:2][C:3]1[CH:8]=[CH:7][C:6]([CH:9]([CH2:11][CH2:12][CH2:13][CH2:14][CH2:15][CH2:16][CH2:17][CH2:18][CH3:19])[CH3:10])=[CH:5][CH:4]=1)([CH3:32])([CH3:31])[CH3:30]. The yield is 0.120.